Task: Predict the product of the given reaction.. Dataset: Forward reaction prediction with 1.9M reactions from USPTO patents (1976-2016) (1) Given the reactants [NH2:1][C:2]1[CH:7]=[CH:6][CH:5]=[CH:4][N:3]=1.[OH-].[Na+].N([C:12]1[CH:17]=[CH:16][CH:15]=[CH:14][CH:13]=1)=O, predict the reaction product. The product is: [C:12]1([C:2]2([N:1]=[N:1][C:2]3[CH:7]=[CH:6][CH:5]=[CH:4][N:3]=3)[CH:7]=[CH:6][CH:5]=[CH:4][NH:3]2)[CH:17]=[CH:16][CH:15]=[CH:14][CH:13]=1. (2) The product is: [Cl:1][C:2]1[C:7]([C:8]2[N:9]=[C:10]([N:20]3[CH2:21][CH2:22][O:23][CH2:24][CH2:25]3)[S:11][C:12]=2[C:13]2[CH:18]=[CH:17][N:16]=[C:15]([CH3:35])[N:14]=2)=[CH:6][CH:5]=[CH:4][C:3]=1[NH:26][S:27]([C:30]1[CH:34]=[CH:33][O:32][CH:31]=1)(=[O:29])=[O:28]. Given the reactants [Cl:1][C:2]1[C:7]([C:8]2[N:9]=[C:10]([N:20]3[CH2:25][CH2:24][O:23][CH2:22][CH2:21]3)[S:11][C:12]=2[C:13]2[CH:18]=[CH:17][N:16]=[C:15](Cl)[N:14]=2)=[CH:6][CH:5]=[CH:4][C:3]=1[NH:26][S:27]([C:30]1[CH:34]=[CH:33][O:32][CH:31]=1)(=[O:29])=[O:28].[CH3:35][Zn]C.C1(C)C=CC=CC=1, predict the reaction product. (3) Given the reactants C([C:8]1[CH:9]=[C:10]([CH:15]=[CH:16][C:17]=1[I:18])[C:11]([O:13]C)=O)C1C=CC=CC=1.[BH4-].[Li+].[Cl-].[NH4+], predict the reaction product. The product is: [CH2:11]([O:13][C:8]1[CH:9]=[C:10]([CH:15]=[CH:16][C:17]=1[I:18])[CH2:11][OH:13])[C:10]1[CH:15]=[CH:16][CH:17]=[CH:8][CH:9]=1. (4) Given the reactants Br[C:2]1[N:7]=[C:6]2[N:8]([CH2:13][CH2:14][O:15][CH3:16])[C:9](=[O:12])[CH2:10][NH:11][C:5]2=[N:4][CH:3]=1.[CH3:17][Sn:18]([CH3:24])([CH3:23])[Sn:18]([CH3:24])([CH3:23])[CH3:17], predict the reaction product. The product is: [CH3:16][O:15][CH2:14][CH2:13][N:8]1[C:6]2=[N:7][C:2]([Sn:18]([CH3:24])([CH3:23])[CH3:17])=[CH:3][N:4]=[C:5]2[NH:11][CH2:10][C:9]1=[O:12]. (5) Given the reactants [Cl:1][C:2]1[CH:18]=[CH:17][C:5]2[CH2:6][CH2:7][N:8]([C:11](=[O:16])[C:12]([F:15])([F:14])[F:13])[CH2:9][CH2:10][C:4]=2[C:3]=1OS(C(F)(F)F)(=O)=O.[F:27][C:28]([F:42])([F:41])[CH2:29][NH:30][CH2:31][C:32]1[CH:33]=[C:34](B(O)O)[CH:35]=[CH:36][CH:37]=1.C(=O)([O-])[O-].[Na+].[Na+], predict the reaction product. The product is: [Cl:1][C:2]1[CH:18]=[CH:17][C:5]2[CH2:6][CH2:7][N:8]([C:11](=[O:16])[C:12]([F:13])([F:15])[F:14])[CH2:9][CH2:10][C:4]=2[C:3]=1[C:34]1[CH:35]=[CH:36][CH:37]=[C:32]([CH2:31][NH:30][CH2:29][C:28]([F:42])([F:41])[F:27])[CH:33]=1. (6) Given the reactants [CH3:1][CH2:2][CH2:3][CH2:4][CH:5]([OH:9])[C:6]([OH:8])=[O:7].C(O)(=O)[C@H](C)O.C(OC(=O)C)(=O)C, predict the reaction product. The product is: [C:6]([OH:8])(=[O:7])[CH:5]([CH3:4])[OH:9].[OH:9][CH:5]([CH2:4][CH2:3][CH2:2][CH3:1])[C:6]([OH:8])=[O:7].